From a dataset of Full USPTO retrosynthesis dataset with 1.9M reactions from patents (1976-2016). Predict the reactants needed to synthesize the given product. (1) Given the product [C:1]([C:5]1[CH:6]=[C:7]([C@H:11]([NH:13][C@@H:14]2[C@@H:19]([OH:20])[C@H:18]([CH2:21][C:22]3[CH:27]=[C:26]([O:28][C@H:29]([CH2:34][O:35][CH3:36])[C:30]([F:32])([F:31])[F:33])[C:25]([N+:37]([O-:39])=[O:38])=[C:24]([F:40])[CH:23]=3)[CH2:17][S:16](=[O:41])[CH2:15]2)[CH3:12])[CH:8]=[CH:9][CH:10]=1)([CH3:2])([CH3:3])[CH3:4], predict the reactants needed to synthesize it. The reactants are: [C:1]([C:5]1[CH:6]=[C:7]([C@H:11]([NH:13][C@@H:14]2[C@@H:19]([OH:20])[C@H:18]([CH2:21][C:22]3[CH:27]=[C:26]([O:28][C@H:29]([CH2:34][O:35][CH3:36])[C:30]([F:33])([F:32])[F:31])[C:25]([N+:37]([O-:39])=[O:38])=[C:24]([F:40])[CH:23]=3)[CH2:17][S:16][CH2:15]2)[CH3:12])[CH:8]=[CH:9][CH:10]=1)([CH3:4])([CH3:3])[CH3:2].[OH:41]O. (2) The reactants are: [N+:1]([C:4]1[CH:5]=[C:6]2[C:10](=[CH:11][CH:12]=1)[NH:9][CH:8]=[CH:7]2)([O-:3])=[O:2].C([O-])([O-])=O.[Cs+].[Cs+].Br[CH2:20][CH2:21][O:22][CH3:23].O. Given the product [CH3:23][O:22][CH2:21][CH2:20][N:9]1[C:10]2[C:6](=[CH:5][C:4]([N+:1]([O-:3])=[O:2])=[CH:12][CH:11]=2)[CH:7]=[CH:8]1, predict the reactants needed to synthesize it.